From a dataset of Peptide-MHC class II binding affinity with 134,281 pairs from IEDB. Regression. Given a peptide amino acid sequence and an MHC pseudo amino acid sequence, predict their binding affinity value. This is MHC class II binding data. (1) The peptide sequence is TLWQRPFVTIKIGGQLKEAL. The MHC is DRB1_0802 with pseudo-sequence DRB1_0802. The binding affinity (normalized) is 0.505. (2) The peptide sequence is KKKKLALYLLLALSLAS. The MHC is DRB5_0101 with pseudo-sequence DRB5_0101. The binding affinity (normalized) is 0.511.